From a dataset of Experimentally validated miRNA-target interactions with 360,000+ pairs, plus equal number of negative samples. Binary Classification. Given a miRNA mature sequence and a target amino acid sequence, predict their likelihood of interaction. (1) The miRNA is hsa-miR-6841-3p with sequence ACCUUGCAUCUGCAUCCCCAG. The protein sequence of the target gene is MKSHYIVLALASLTFLLCLPVSQSCNKALCASDVSKCLIQELCQCRPGEGNCPCCKECMLCLGALWDECCDCVGMCNPRNYSDTPPTSKSTVEELHEPIPSLFRALTEGDTQLNWNIVSFPVAEELSHHENLVSFLETVNQLHHQNVSVPSNNVHAPFPSDKERMCTVVYFDDCMSIHQCKISCESMGASKYRWFHNACCECIGPECIDYGSKTVKCMNCMF. Result: 0 (no interaction). (2) The miRNA is hsa-miR-6806-5p with sequence UGUAGGCAUGAGGCAGGGCCCAGG. The protein sequence of the target gene is MEPLQQQQQQQQQKQPQQPLLQMDAREKQGPQTRESQFLYASKLGTQPALLSITPGRPSGSSVLGPLARVPPATPVARMSEQSNVNSEPEEEEGGLEDEDGDDDVAEVAEKEAQAASKYFHMQKVTRQEPRATPMSSLLPVPGLSPQGQQTKEDHTKDASKAPPSVPTAGQPSWSLDEQLKQNGALAWSDDADGGRGREISRDFAKLYELDGDPERKEFLDDLFIFMQKRGTPINRIPIMAKQILDLYMLYKLVTEKGGLVEIINKKIWREITKGLNLPTSITSAAFTLRTQYMKYLYAY.... Result: 0 (no interaction). (3) The miRNA is hsa-miR-484 with sequence UCAGGCUCAGUCCCCUCCCGAU. The protein sequence of the target gene is MWALCSLLRSAAGRTMSQGRTISQAPARRERPRKDPLRHLRTREKRGPSGCSGGPNTVYLQVVAAGSRDSGAALYVFSEFNRYLFNCGEGVQRLMQEHKLKVARLDNIFLTRMHWSNVGGLSGMILTLKETGLPKCVLSGPPQLEKYLEAIKIFSGPLKGIELAVRPHSAPEYEDETMTVYQIPIHSEQRRGKHQPWQSPERPLSRLSPERSSDSESNENEPHLPHGVSQRRGVRDSSLVVAFICKLHLKRGNFLVLKAKEMGLPVGTAAIAPIIAAVKDGKSITHEGREILAEELCTPP.... Result: 1 (interaction). (4) The miRNA is ebv-miR-BART2-5p with sequence UAUUUUCUGCAUUCGCCCUUGC. The protein sequence of the target gene is MTSTGKDGGGAQHAQYVGPYRLEKTLGKGQTGLVKLGIHCVTCQKVAIKIVNREKLSESVLMKVEREIAILKLIEHPHVLKLHDVYENKKYLYLVLEHVSGGELFDYLVKKGRLTPKEARKFFRQIISALDFCHSHSICHRDLKPENLLLDERNNIRIADFGMASLQVGDSLLETSCGSPHYACPEVIRGEKYDGRKADVWSCGVILFALLVGALPFDDDNLRQLLEKVKRGVFHMPHFIPPDCQSLLRGMIEVDAARRLTLEHIQKHIWYIGGKNEPEPEQPIPRKVQIRSLPSLEDID.... Result: 0 (no interaction). (5) The miRNA is hsa-miR-4482-3p with sequence UUUCUAUUUCUCAGUGGGGCUC. The protein sequence of the target gene is MRSEGAAPGPAAPLCGALSLLLGALLGKVIEGHGVTDNIQRFSSLPPYLPVSYHILRAETSFFLKEANQDLLRNSSLQARVESFFTYKTRQPPVLNASYGPFSVEKVVPLDLMLTSNFLGPTNKFSFDWKLKAHILRDKVYLSRPKVQVLFHIMGRDWDDHGAGEKLPCLRVFAFRETREVRGSCRLKGDLGLCVAELELLSSWFSAPTVGAGRKKSMDQPEGTPVELYYTVHPGNERGDCAGGDFRKGNAIRPGKDGLEETTSHLQRIGTVGLYRAQDSAQLSELRLDGNVVIWLPSRP.... Result: 0 (no interaction). (6) The miRNA is hsa-miR-6734-3p with sequence CCCUUCCCUCACUCUUCUCUCAG. The protein sequence of the target gene is MPNFCAAPNCTRKSTQSDLAFFRFPRDPARCQKWVENCRRADLEDKTPDQLNKHYRLCAKHFETSMICRTSPYRTVLRDNAIPTIFDLTSHLNNPHSRHRKRIKELSEDEIRTLKQKKIEETSEQEQETNTNAQNPSAEAVNQQDANVLPLTLEEKENKEYLKSLFEILVLMGKQNIPLDGHEADEVPEGLFAPDNFQALLECRINSGEEVLRKRFEATAVNTLFCSKTQQRHMLEICESCIREETLREVRDSHFFSIITDDVVDIAGEEHLPVLVRFVDDAHNLREEFVGFLPYEADAE.... Result: 0 (no interaction).